This data is from Catalyst prediction with 721,799 reactions and 888 catalyst types from USPTO. The task is: Predict which catalyst facilitates the given reaction. (1) Reactant: [CH2:1]([O:3][C:4](=[O:47])[CH2:5][CH2:6][CH2:7][O:8][C:9]1[CH:14]=[CH:13][CH:12]=[C:11]([CH2:15][CH2:16][CH2:17][CH2:18][CH2:19][CH2:20][O:21][C:22]2[CH:27]=[C:26]([N+:28]([O-])=O)[CH:25]=[C:24]([C:31]3[CH:39]=[CH:38][C:34]4[O:35][CH2:36][O:37][C:33]=4[CH:32]=3)[CH:23]=2)[C:10]=1[CH2:40][CH2:41][C:42]([O:44][CH2:45][CH3:46])=[O:43])[CH3:2].[Cl-].[NH4+]. Product: [CH2:1]([O:3][C:4](=[O:47])[CH2:5][CH2:6][CH2:7][O:8][C:9]1[CH:14]=[CH:13][CH:12]=[C:11]([CH2:15][CH2:16][CH2:17][CH2:18][CH2:19][CH2:20][O:21][C:22]2[CH:23]=[C:24]([C:31]3[CH:39]=[CH:38][C:34]4[O:35][CH2:36][O:37][C:33]=4[CH:32]=3)[CH:25]=[C:26]([NH2:28])[CH:27]=2)[C:10]=1[CH2:40][CH2:41][C:42]([O:44][CH2:45][CH3:46])=[O:43])[CH3:2]. The catalyst class is: 401. (2) Reactant: C[O:2][C:3](=[O:13])[C:4]1[CH:9]=[C:8]([I:10])[CH:7]=[C:6]([Cl:11])[C:5]=1[NH2:12].[OH-].[K+].Cl. Product: [NH2:12][C:5]1[C:6]([Cl:11])=[CH:7][C:8]([I:10])=[CH:9][C:4]=1[C:3]([OH:13])=[O:2]. The catalyst class is: 5. (3) Reactant: Br[C:2]1[C:3]([C:10]2[CH:15]=[CH:14][C:13]([F:16])=[CH:12][CH:11]=2)=[N:4][N:5]([CH:7]2[CH2:9][CH2:8]2)[CH:6]=1.C(O[B:21]1[O:25][C:24]([CH3:27])([CH3:26])[C:23]([CH3:29])([CH3:28])[O:22]1)(C)C.C([Li])CCC.CCCCCC.[NH4+].[Cl-]. Product: [CH:7]1([N:5]2[CH:6]=[C:2]([B:21]3[O:25][C:24]([CH3:27])([CH3:26])[C:23]([CH3:29])([CH3:28])[O:22]3)[C:3]([C:10]3[CH:15]=[CH:14][C:13]([F:16])=[CH:12][CH:11]=3)=[N:4]2)[CH2:9][CH2:8]1. The catalyst class is: 7. (4) Reactant: [F:1][C:2]1[CH:9]=[CH:8][C:5]([C:6]#[N:7])=[C:4]([O:10][CH3:11])[CH:3]=1.[ClH:12].[H][H]. Product: [ClH:12].[F:1][C:2]1[CH:9]=[CH:8][C:5]([CH2:6][NH2:7])=[C:4]([O:10][CH3:11])[CH:3]=1. The catalyst class is: 29. (5) Reactant: C1([CH2:4][O:5][C:6]2[CH:14]=[CH:13][C:9]3[O:10][CH2:11][O:12][C:8]=3[C:7]=2[C:15]2[C:16]3[NH:23][C:22]([CH3:24])=[C:21]([C:25]([OH:27])=O)[C:17]=3[N:18]=[CH:19][N:20]=2)CC1.CCN([CH:34]([CH3:36])[CH3:35])C(C)C.[NH2:37][C@H:38]([CH2:68][C:69]1[CH:74]=[CH:73][C:72]([C:75]([CH3:78])([CH3:77])[CH3:76])=[CH:71][CH:70]=1)[C:39]([N:41]1[CH2:46][CH2:45][CH:44]([N:47]2[N:56]=[C:55]([C:57]3[CH:62]=[CH:61][C:60]([O:63][CH3:64])=[C:59]([O:65][CH3:66])[CH:58]=3)[C@@H:54]3[C@@H:49]([CH2:50][CH2:51][CH2:52][CH2:53]3)[C:48]2=[O:67])[CH2:43][CH2:42]1)=[O:40].CCOC(C(C#N)=NOC(N1CCOCC1)=[N+](C)C)=O.F[P-](F)(F)(F)(F)F.C(=O)(O)[O-].[Na+]. Product: [C:75]([C:72]1[CH:71]=[CH:70][C:69]([CH2:68][C@@H:38]([NH:37][C:25]([C:21]2[C:17]3[N:18]=[CH:19][N:20]=[C:15]([C:7]4[C:8]5[O:12][CH2:11][O:10][C:9]=5[CH:13]=[CH:14][C:6]=4[O:5][CH2:4][CH:34]4[CH2:36][CH2:35]4)[C:16]=3[NH:23][C:22]=2[CH3:24])=[O:27])[C:39]([N:41]2[CH2:42][CH2:43][CH:44]([N:47]3[N:56]=[C:55]([C:57]4[CH:62]=[CH:61][C:60]([O:63][CH3:64])=[C:59]([O:65][CH3:66])[CH:58]=4)[C@@H:54]4[C@@H:49]([CH2:50][CH2:51][CH2:52][CH2:53]4)[C:48]3=[O:67])[CH2:45][CH2:46]2)=[O:40])=[CH:74][CH:73]=1)([CH3:78])([CH3:77])[CH3:76]. The catalyst class is: 2. (6) Reactant: Br[C:2]1[C:3]([NH:13][CH2:14][CH:15]=[CH2:16])=[CH:4][C:5]([Cl:12])=[N:6][C:7]=1[C:8]([O:10][CH3:11])=[O:9].C([O-])(=O)C.[Na+]. Product: [Cl:12][C:5]1[N:6]=[C:7]([C:8]([O:10][CH3:11])=[O:9])[C:2]2[C:15]([CH3:16])=[CH:14][NH:13][C:3]=2[CH:4]=1. The catalyst class is: 690. (7) Reactant: Br[C:2]1[CH:3]=[C:4]2[N:10]=[CH:9][N:8]([CH2:11][C:12]3[CH:28]=[CH:27][C:15]4[N:16]=[C:17]([NH:19][C@@H:20]5[CH2:25][CH2:24][CH2:23][CH2:22][C@H:21]5[OH:26])[S:18][C:14]=4[CH:13]=3)[C:5]2=[N:6][CH:7]=1.C([Sn](CCCC)(CCCC)[C:34]([O:36]CC)=[CH2:35])CCC.Cl. Product: [OH:26][C@@H:21]1[CH2:22][CH2:23][CH2:24][CH2:25][C@H:20]1[NH:19][C:17]1[S:18][C:14]2[CH:13]=[C:12]([CH2:11][N:8]3[C:5]4=[N:6][CH:7]=[C:2]([C:34](=[O:36])[CH3:35])[CH:3]=[C:4]4[N:10]=[CH:9]3)[CH:28]=[CH:27][C:15]=2[N:16]=1. The catalyst class is: 533. (8) Reactant: [N+:1]([C:4]1[CH:5]=[C:6]([C:17]2[C:25]3[C:20](=[N:21][CH:22]=[N:23][C:24]=3[NH2:26])[N:19]([CH:27]3[CH2:32][CH2:31][NH:30][CH2:29][CH2:28]3)[N:18]=2)[CH:7]=[CH:8][C:9]=1[O:10][C:11]1[CH:16]=[CH:15][CH:14]=[CH:13][CH:12]=1)([O-:3])=[O:2].[C:33]([O:37][C:38](=[O:43])[NH:39][CH2:40][CH2:41]Br)([CH3:36])([CH3:35])[CH3:34].C(=O)([O-])[O-].[K+].[K+].ClCCl. Product: [NH2:26][C:24]1[N:23]=[CH:22][N:21]=[C:20]2[N:19]([CH:27]3[CH2:32][CH2:31][N:30]([CH2:41][CH2:40][NH:39][C:38](=[O:43])[O:37][C:33]([CH3:36])([CH3:35])[CH3:34])[CH2:29][CH2:28]3)[N:18]=[C:17]([C:6]3[CH:7]=[CH:8][C:9]([O:10][C:11]4[CH:12]=[CH:13][CH:14]=[CH:15][CH:16]=4)=[C:4]([N+:1]([O-:3])=[O:2])[CH:5]=3)[C:25]=12. The catalyst class is: 35. (9) Product: [F:1][C:2]1[CH:3]=[C:4]([N:14]2[CH2:18][C@H:17]([CH2:19][NH:20][C:21](=[O:23])[CH3:22])[O:16][C:15]2=[O:24])[CH:5]=[CH:6][C:7]=1[N:8]1[CH2:13][CH2:12][N:11]([C:35]2[O:39][C:38]([CH:40]=[O:41])=[CH:37][CH:36]=2)[CH2:10][CH2:9]1. The catalyst class is: 10. Reactant: [F:1][C:2]1[CH:3]=[C:4]([N:14]2[CH2:18][C@H:17]([CH2:19][NH:20][C:21](=[O:23])[CH3:22])[O:16][C:15]2=[O:24])[CH:5]=[CH:6][C:7]=1[N:8]1[CH2:13][CH2:12][NH:11][CH2:10][CH2:9]1.C(N(C(C)C)C(C)C)C.Br[C:35]1[O:39][C:38]([CH:40]=[O:41])=[CH:37][CH:36]=1. (10) Reactant: Br[CH2:2][CH2:3][N:4]1[C:8]([CH2:9]O)=[CH:7][C:6]([N+:11]([O-:13])=[O:12])=[N:5]1.[CH3:14][NH2:15]. Product: [CH3:14][N:15]1[CH2:2][CH2:3][N:4]2[N:5]=[C:6]([N+:11]([O-:13])=[O:12])[CH:7]=[C:8]2[CH2:9]1. The catalyst class is: 1.